Dataset: Catalyst prediction with 721,799 reactions and 888 catalyst types from USPTO. Task: Predict which catalyst facilitates the given reaction. (1) The catalyst class is: 7. Product: [Cl:1][C:2]1[CH:7]=[C:6]([O:8][CH:9]([CH3:10])[CH3:11])[CH:5]=[CH:4][C:3]=1[C:12]([N:14]1[C:20]2[CH:21]=[CH:22][CH:23]=[CH:24][C:19]=2[CH2:18][N:17]([C:27]([NH:26][CH2:29][C:30]([O:32][CH2:33][CH3:34])=[O:31])=[O:28])[C@H:16]([CH3:25])[CH2:15]1)=[O:13]. Reactant: [Cl:1][C:2]1[CH:7]=[C:6]([O:8][CH:9]([CH3:11])[CH3:10])[CH:5]=[CH:4][C:3]=1[C:12]([N:14]1[C:20]2[CH:21]=[CH:22][CH:23]=[CH:24][C:19]=2[CH2:18][NH:17][C@H:16]([CH3:25])[CH2:15]1)=[O:13].[N:26]([CH2:29][C:30]([O:32][CH2:33][CH3:34])=[O:31])=[C:27]=[O:28]. (2) Reactant: Br[C:2]1[CH:3]=[C:4]([CH:8]=[CH:9][C:10]=1[Cl:11])[C:5]([OH:7])=O.C1CN([P+](ON2N=[N:36][C:31]3C=[CH:33][CH:34]=[CH:35][C:30]2=3)(N2CCCC2)N2CCCC2)CC1.F[P-](F)(F)(F)(F)F.CCN(C(C)C)C(C)C.[CH3:54][O:55][C:56]1[CH:61]=[C:60]([NH2:62])[CH:59]=[C:58]([O:63][CH3:64])[CH:57]=1. Product: [Cl:11][C:10]1[CH:9]=[CH:8][C:4]([C:5]([NH:62][C:60]2[CH:59]=[C:58]([O:63][CH3:64])[CH:57]=[C:56]([O:55][CH3:54])[CH:61]=2)=[O:7])=[CH:3][C:2]=1[C:31]1[CH:30]=[CH:35][CH:34]=[CH:33][N:36]=1. The catalyst class is: 39. (3) Product: [F:1][C:2]1[CH:7]=[C:6]([N:8]2[CH:12]=[C:11]([NH2:13])[C:10]([CH3:16])=[N:9]2)[CH:5]=[N:4][CH:3]=1. The catalyst class is: 29. Reactant: [F:1][C:2]1[CH:3]=[N:4][CH:5]=[C:6]([N:8]2[CH:12]=[C:11]([N+:13]([O-])=O)[C:10]([CH3:16])=[N:9]2)[CH:7]=1.C(OCC)(=O)C. (4) Reactant: Cl[C:2]1[N:7]=[C:6]([O:8][C:9]2[C:35]([CH3:36])=[CH:34][C:33]([F:37])=[CH:32][C:10]=2[CH2:11][NH:12][C:13]([NH:15][C:16]2[N:20]([C:21]3[CH:26]=[CH:25][C:24]([CH3:27])=[CH:23][CH:22]=3)[N:19]=[C:18]([C:28]([CH3:31])([CH3:30])[CH3:29])[CH:17]=2)=[O:14])[CH:5]=[CH:4][N:3]=1.C(O)(=O)CC(CC(O)=O)(C(O)=O)O.[NH:51]1[CH2:56][CH2:55][O:54][CH2:53][CH2:52]1. Product: [O:54]1[CH2:55][CH2:56][N:51]([C:2]2[N:7]=[C:6]([O:8][C:9]3[C:35]([CH3:36])=[CH:34][C:33]([F:37])=[CH:32][C:10]=3[CH2:11][NH:12][C:13]([NH:15][C:16]3[N:20]([C:21]4[CH:26]=[CH:25][C:24]([CH3:27])=[CH:23][CH:22]=4)[N:19]=[C:18]([C:28]([CH3:29])([CH3:31])[CH3:30])[CH:17]=3)=[O:14])[CH:5]=[CH:4][N:3]=2)[CH2:52][CH2:53]1. The catalyst class is: 8. (5) Reactant: [Br:1][C:2]1[CH:14]=[CH:13][C:5]([O:6][CH:7]2[CH2:12][CH2:11][NH:10][CH2:9][CH2:8]2)=[C:4]([O:15][CH3:16])[CH:3]=1.[CH:17](O)=[O:18].CN(C(ON1N=NC2C=CC=CC1=2)=[N+](C)C)C.[B-](F)(F)(F)F.CCN(C(C)C)C(C)C. Product: [Br:1][C:2]1[CH:14]=[CH:13][C:5]([O:6][CH:7]2[CH2:12][CH2:11][N:10]([CH:17]=[O:18])[CH2:9][CH2:8]2)=[C:4]([O:15][CH3:16])[CH:3]=1. The catalyst class is: 3. (6) Reactant: CCN(CC)CC.[Br:8][C:9]1[N:13]2[CH:14]=[C:15]([C:22]3[CH:26]=[CH:25][O:24][CH:23]=3)[CH:16]=[C:17]([C:18]([F:21])([F:20])[F:19])[C:12]2=[N:11][C:10]=1[C:27](O)=[O:28].Cl.[NH:31]1[CH2:36][CH2:35][CH:34]([N:37]2[CH2:41][CH2:40][O:39][C:38]2=[O:42])[CH2:33][CH2:32]1.C(Cl)CCl.C1C=CC2N(O)N=NC=2C=1. Product: [Br:8][C:9]1[N:13]2[CH:14]=[C:15]([C:22]3[CH:26]=[CH:25][O:24][CH:23]=3)[CH:16]=[C:17]([C:18]([F:20])([F:21])[F:19])[C:12]2=[N:11][C:10]=1[C:27]([N:31]1[CH2:32][CH2:33][CH:34]([N:37]2[CH2:41][CH2:40][O:39][C:38]2=[O:42])[CH2:35][CH2:36]1)=[O:28]. The catalyst class is: 9. (7) Reactant: [OH:1][N:2]=[C:3]([C:5]1[N:6]=[C:7]([CH:10]2[CH2:15][CH2:14][N:13]([C:16](=[O:28])[CH2:17][N:18]3[C:22]([CH3:23])=[CH:21][C:20]([C:24]([F:27])([F:26])[F:25])=[N:19]3)[CH2:12][CH2:11]2)[S:8][CH:9]=1)[CH3:4].Br[CH2:30][CH2:31][C:32]1[CH:37]=[CH:36][CH:35]=[CH:34][CH:33]=1.C(=O)([O-])[O-].[Cs+].[Cs+].[C:44](#N)[CH3:45]. Product: [CH3:23][C:22]1[N:18]([CH2:17][C:16]([N:13]2[CH2:14][CH2:15][CH:10]([C:7]3[S:8][CH:9]=[C:5]([C:3](=[N:2][O:1][CH2:44][CH2:45][CH2:30][CH2:31][C:32]4[CH:37]=[CH:36][CH:35]=[CH:34][CH:33]=4)[CH3:4])[N:6]=3)[CH2:11][CH2:12]2)=[O:28])[N:19]=[C:20]([C:24]([F:27])([F:26])[F:25])[CH:21]=1. The catalyst class is: 4.